Task: Predict the product of the given reaction.. Dataset: Forward reaction prediction with 1.9M reactions from USPTO patents (1976-2016) (1) The product is: [F:31][C:28]1[CH:29]=[CH:30][C:25]([C:23]2[CH:22]=[C:21]([C:32]([F:33])([F:35])[F:34])[N:20]=[C:19]([N:17]3[CH:18]=[C:14]([C:11]4[S:10][C:9]([S:6]([NH2:5])(=[O:7])=[O:8])=[CH:13][CH:12]=4)[N:15]=[CH:16]3)[N:24]=2)=[CH:26][CH:27]=1. Given the reactants C([NH:5][S:6]([C:9]1[S:10][C:11]([C:14]2[N:15]=[CH:16][N:17]([C:19]3[N:24]=[C:23]([C:25]4[CH:30]=[CH:29][C:28]([F:31])=[CH:27][CH:26]=4)[CH:22]=[C:21]([C:32]([F:35])([F:34])[F:33])[N:20]=3)[CH:18]=2)=[CH:12][CH:13]=1)(=[O:8])=[O:7])(C)(C)C.C(O)(C(F)(F)F)=O, predict the reaction product. (2) The product is: [OH:2][CH2:1][C:3]1[CH:26]=[CH:25][C:6]([O:7][CH2:8][C:9]2[N:10]=[C:11]([C:15]3[CH:24]=[CH:23][CH:22]=[CH:21][C:16]=3[C:17]([O:19][CH3:20])=[O:18])[O:12][C:13]=2[CH3:14])=[C:5]([O:27][CH3:28])[CH:4]=1. Given the reactants [CH:1]([C:3]1[CH:26]=[CH:25][C:6]([O:7][CH2:8][C:9]2[N:10]=[C:11]([C:15]3[CH:24]=[CH:23][CH:22]=[CH:21][C:16]=3[C:17]([O:19][CH3:20])=[O:18])[O:12][C:13]=2[CH3:14])=[C:5]([O:27][CH3:28])[CH:4]=1)=[O:2].C(O)C.[BH4-].[Na+].O, predict the reaction product.